From a dataset of Experimentally validated miRNA-target interactions with 360,000+ pairs, plus equal number of negative samples. Binary Classification. Given a miRNA mature sequence and a target amino acid sequence, predict their likelihood of interaction. (1) The miRNA is hsa-miR-1258 with sequence AGUUAGGAUUAGGUCGUGGAA. The protein sequence of the target gene is MSDTLTADVIGRRVEVNGEHATVRFAGVVPPVAGPWLGVEWDNPERGKHDGSHEGTVYFKCRHPTGGSFIRPNKVNFGTDFLTAIKNRYVLEDGPEEDRKEQIVTIGNKPVETIGFDSIMKQQSQLSKLQEVSLRNCAVSCAGEKGGVAEACPNIRKVDLSKNLLSSWDEVIHIADQLRHLEVLNVSENKLKFPSGSVLTGTLSVLKVLVLNQTGITWAEVLRCVAGCPGLEELYLESNNIFISERPTDVLQTVKLLDLSSNQLIDENQLYLIAHLPRLEQLILSDTGISSLHFPDAGIG.... Result: 0 (no interaction). (2) The miRNA is rno-miR-181d-3p with sequence CCACCGGGGGAUGAAUGUCA. The protein sequence of the target gene is MTFNSFEGTRTFVLADTNKDEEFVEEFNRLKTFANFPSSSPVSASTLARAGFLYTGEGDTVQCFSCHAAIDRWQYGDSAVGRHRRISPNCRFINGFYFENGAAQSTNPGIQNGQYKSENCVGNRNPFAPDRPPETHADYLLRTGQVVDISDTIYPRNPAMCSEEARLKSFQNWPDYAHLTPRELASAGLYYTGADDQVQCFCCGGKLKNWEPCDRAWSEHRRHFPNCFFVLGRNVNVRSESGVSSDRNFPNSTNSPRNPAMAEYEARIVTFGTWTSSVNKEQLARAGFYALGEGDKVKCF.... Result: 0 (no interaction).